Dataset: Forward reaction prediction with 1.9M reactions from USPTO patents (1976-2016). Task: Predict the product of the given reaction. (1) Given the reactants [Cl:1][C:2]1[CH:9]=[CH:8][CH:7]=[C:6]([N:10]2[CH2:15][CH2:14][O:13][CH2:12][CH2:11]2)[C:3]=1[CH:4]=O.[N:16]1([C:22]([O:24][C:25]([CH3:28])([CH3:27])[CH3:26])=[O:23])[CH2:21][CH2:20][NH:19][CH2:18][CH2:17]1.C(O[BH-](OC(=O)C)OC(=O)C)(=O)C.[Na+], predict the reaction product. The product is: [Cl:1][C:2]1[CH:9]=[CH:8][CH:7]=[C:6]([N:10]2[CH2:15][CH2:14][O:13][CH2:12][CH2:11]2)[C:3]=1[CH2:4][N:19]1[CH2:18][CH2:17][N:16]([C:22]([O:24][C:25]([CH3:28])([CH3:27])[CH3:26])=[O:23])[CH2:21][CH2:20]1. (2) Given the reactants I[C:2]1[CH:7]=[C:6]([N+:8]([O-:10])=[O:9])[CH:5]=[CH:4][C:3]=1O.[CH2:12]([OH:15])[C:13]#[CH:14].C(N(CC)CC)C.C1(P(C2C=CC=CC=2)C2C=CC=CC=2)C=CC=CC=1.[OH2:42], predict the reaction product. The product is: [N+:8]([C:6]1[C:7]2[CH:14]=[C:13]([CH2:12][OH:15])[O:42][C:2]=2[CH:3]=[CH:4][CH:5]=1)([O-:10])=[O:9]. (3) Given the reactants [CH3:1][O:2][C:3]1[CH:22]=[CH:21][C:6]([CH2:7][C@@H:8]2[C:12]3=[N:13][C:14]4[CH:19]=[CH:18][CH:17]=[CH:16][C:15]=4[N:11]3[C:10](=[O:20])[NH:9]2)=[CH:5][CH:4]=1.[C:23]1([C:29]([NH2:32])([CH3:31])[CH3:30])[CH:28]=[CH:27][CH:26]=[CH:25][CH:24]=1.C(O)(C(F)(F)F)=O, predict the reaction product. The product is: [NH:13]1[C:14]2[CH:19]=[CH:18][CH:17]=[CH:16][C:15]=2[N:11]=[C:12]1[C@H:8]([NH:9][C:10]([NH:32][C:29]([C:23]1[CH:28]=[CH:27][CH:26]=[CH:25][CH:24]=1)([CH3:31])[CH3:30])=[O:20])[CH2:7][C:6]1[CH:21]=[CH:22][C:3]([O:2][CH3:1])=[CH:4][CH:5]=1.